From a dataset of Forward reaction prediction with 1.9M reactions from USPTO patents (1976-2016). Predict the product of the given reaction. (1) Given the reactants [CH3:1][O:2][C:3](=[O:23])[CH2:4][NH:5][C:6]([C:8]1[C:13]([OH:14])=[CH:12][C:11]([C:15]2[CH:20]=[CH:19][CH:18]=[C:17](C#N)[CH:16]=2)=[CH:10][N:9]=1)=[O:7].C[Si]([N:28]=[N+]=[N-])(C)C.C([Sn](=O)CC[CH2:38][CH3:39])CCC.C[O:42][CH2:43][CH2:44]OC, predict the reaction product. The product is: [CH3:1][O:2][C:3](=[O:23])[CH2:4][NH:5][C:6]([C:8]1[C:13]([OH:14])=[CH:12][C:11]([C:15]2[CH:20]=[CH:19][CH:18]=[C:17]([NH:28][C:43]([CH:44]3[CH2:39][CH2:38]3)=[O:42])[CH:16]=2)=[CH:10][N:9]=1)=[O:7]. (2) The product is: [CH2:11]([O:7][C:5](=[O:6])[C:4]([CH3:10])([CH3:20])[CH2:8][OH:9])[C:12]1[CH:17]=[CH:16][CH:15]=[CH:14][CH:13]=1. Given the reactants [OH-].[K+].O[C:4]([CH3:10])([CH2:8][OH:9])[C:5]([OH:7])=[O:6].[CH2:11](Br)[C:12]1[CH:17]=[CH:16][CH:15]=[CH:14][CH:13]=1.O.[CH3:20]N(C=O)C, predict the reaction product. (3) Given the reactants [CH3:1][O:2][C:3]([C:5]1[C:13]2[C:8](=[CH:9][CH:10]=[C:11]([O:14][C:15]3[CH:20]=[CH:19][C:18]([O:21][CH:22]([CH3:24])[CH3:23])=[CH:17][CH:16]=3)[CH:12]=2)[N:7]([C:25]2[CH:30]=[CH:29][C:28]([OH:31])=[CH:27][CH:26]=2)[C:6]=1[CH2:32][C:33]([O:35][CH3:36])=[O:34])=[O:4].[CH3:37][C:38]1[CH:45]=[CH:44][C:41]([CH2:42]Br)=[CH:40][CH:39]=1.C([O-])([O-])=O.[K+].[K+], predict the reaction product. The product is: [CH3:1][O:2][C:3]([C:5]1[C:13]2[C:8](=[CH:9][CH:10]=[C:11]([O:14][C:15]3[CH:16]=[CH:17][C:18]([O:21][CH:22]([CH3:23])[CH3:24])=[CH:19][CH:20]=3)[CH:12]=2)[N:7]([C:25]2[CH:26]=[CH:27][C:28]([O:31][CH2:37][C:38]3[CH:45]=[CH:44][C:41]([CH3:42])=[CH:40][CH:39]=3)=[CH:29][CH:30]=2)[C:6]=1[CH2:32][C:33]([O:35][CH3:36])=[O:34])=[O:4].